This data is from Forward reaction prediction with 1.9M reactions from USPTO patents (1976-2016). The task is: Predict the product of the given reaction. (1) Given the reactants C([O:3][C:4](=[O:31])[C:5]1[CH:10]=[CH:9][CH:8]=[C:7]([N:11]2[C:15]([CH3:16])=[CH:14][CH:13]=[C:12]2[C:17]2[CH:22]=[CH:21][CH:20]=[CH:19][C:18]=2[O:23][CH2:24][C:25]2[CH:30]=[CH:29][CH:28]=[CH:27][CH:26]=2)[CH:6]=1)C.CN(C=O)C.[OH-].[Na+], predict the reaction product. The product is: [CH2:24]([O:23][C:18]1[CH:19]=[CH:20][CH:21]=[CH:22][C:17]=1[C:12]1[N:11]([C:7]2[CH:6]=[C:5]([CH:10]=[CH:9][CH:8]=2)[C:4]([OH:31])=[O:3])[C:15]([CH3:16])=[CH:14][CH:13]=1)[C:25]1[CH:26]=[CH:27][CH:28]=[CH:29][CH:30]=1. (2) Given the reactants [Li+].C[Si]([N-][Si](C)(C)C)(C)C.[Br:11][C:12]1[CH:17]=[CH:16][C:15]([NH:18][C:19]2[C:39]([CH:40]3[CH2:42][CH2:41]3)=[CH:38][C:22]3[C:23]([C:33]([O:35][CH2:36][CH3:37])=[O:34])=[C:24]([C:26]4[CH:31]=[CH:30][C:29]([Cl:32])=[CH:28][CH:27]=4)[O:25][C:21]=3[CH:20]=2)=[CH:14][C:13]=1[Cl:43].[CH3:44][S:45](Cl)(=[O:47])=[O:46].O, predict the reaction product. The product is: [Br:11][C:12]1[CH:17]=[CH:16][C:15]([N:18]([C:19]2[C:39]([CH:40]3[CH2:42][CH2:41]3)=[CH:38][C:22]3[C:23]([C:33]([O:35][CH2:36][CH3:37])=[O:34])=[C:24]([C:26]4[CH:31]=[CH:30][C:29]([Cl:32])=[CH:28][CH:27]=4)[O:25][C:21]=3[CH:20]=2)[S:45]([CH3:44])(=[O:47])=[O:46])=[CH:14][C:13]=1[Cl:43].